From a dataset of Full USPTO retrosynthesis dataset with 1.9M reactions from patents (1976-2016). Predict the reactants needed to synthesize the given product. Given the product [C:1]([O:5][C:6]([N:8]1[CH2:13][C:12]([CH3:15])([CH3:14])[CH2:11][CH2:10][CH:9]1[C:16](=[O:18])[NH2:21])=[O:7])([CH3:4])([CH3:3])[CH3:2], predict the reactants needed to synthesize it. The reactants are: [C:1]([O:5][C:6]([N:8]1[CH2:13][C:12]([CH3:15])([CH3:14])[CH2:11][CH2:10][CH:9]1[C:16]([OH:18])=O)=[O:7])([CH3:4])([CH3:3])[CH3:2].Cl.C[N:21](C)CCCN=C=NCC.ON1C2C=CC=CC=2N=N1.C(N(C(C)C)CC)(C)C.[Cl-].[NH4+].